Dataset: Reaction yield outcomes from USPTO patents with 853,638 reactions. Task: Predict the reaction yield, written as a fraction of the theoretical maximum amount of product (1.0 means a 100% yield; for example, 0.34 means a 34% yield). (1) The reactants are [Cl:1][C:2]1[CH:9]=[C:8]([OH:10])[CH:7]=[CH:6][C:3]=1[CH:4]=[O:5].C([O-])([O-])=O.[K+].[K+].F[C:18]1[CH:25]=[CH:24][C:21]([C:22]#[N:23])=[CH:20][CH:19]=1. The catalyst is CN(C=O)C. The product is [Cl:1][C:2]1[CH:9]=[C:8]([CH:7]=[CH:6][C:3]=1[CH:4]=[O:5])[O:10][C:18]1[CH:25]=[CH:24][C:21]([C:22]#[N:23])=[CH:20][CH:19]=1. The yield is 0.140. (2) The reactants are [F:1][C:2]1[CH:7]=[CH:6][C:5]([CH2:8][CH2:9][N:10]2[C:14](=[O:15])[CH2:13][CH2:12][C:11]2=[O:16])=[CH:4][CH:3]=1.C[O:18][C:19]([C:21]1[C:26]([C:27](OC)=[O:28])=[CH:25][CH:24]=[CH:23][N:22]=1)=O.[H-].[Na+].Cl. The catalyst is O1CCCC1.C(OCC)C.CO. The product is [F:1][C:2]1[CH:3]=[CH:4][C:5]([CH2:8][CH2:9][N:10]2[C:14](=[O:15])[C:13]3[C:19]([OH:18])=[C:21]4[C:26]([CH:25]=[CH:24][CH:23]=[N:22]4)=[C:27]([OH:28])[C:12]=3[C:11]2=[O:16])=[CH:6][CH:7]=1. The yield is 0.580. (3) The reactants are [F:1][C:2]1[CH:7]=[CH:6][CH:5]=[C:4]([F:8])[C:3]=1[N:9]1[C:14]2[N:15]=[C:16](S(C)=O)[N:17]=[C:18]([C:19]3[CH:20]=[C:21]([CH:28]=[CH:29][C:30]=3[CH3:31])[C:22]([NH:24][CH2:25][CH2:26][CH3:27])=[O:23])[C:13]=2[CH2:12][NH:11][C:10]1=[O:35].[CH3:36][C:37]([NH:40][CH2:41][CH2:42][CH2:43][NH2:44])([CH3:39])[CH3:38]. The catalyst is C(Cl)Cl. The product is [F:1][C:2]1[CH:7]=[CH:6][CH:5]=[C:4]([F:8])[C:3]=1[N:9]1[C:14]2[N:15]=[C:16]([NH:44][CH2:43][CH2:42][CH2:41][NH:40][C:37]([CH3:39])([CH3:38])[CH3:36])[N:17]=[C:18]([C:19]3[CH:20]=[C:21]([CH:28]=[CH:29][C:30]=3[CH3:31])[C:22]([NH:24][CH2:25][CH2:26][CH3:27])=[O:23])[C:13]=2[CH2:12][NH:11][C:10]1=[O:35]. The yield is 0.800. (4) The reactants are [C:1]1([CH:7]([C:13]#[N:14])[C:8](OCC)=[O:9])[CH:6]=[CH:5][CH:4]=[CH:3][CH:2]=1.[H-].[Al+3].[Li+].[H-].[H-].[H-].O.[OH-].[Na+]. The catalyst is CCOCC. The product is [OH:9][CH2:8][CH:7]([C:1]1[CH:6]=[CH:5][CH:4]=[CH:3][CH:2]=1)[CH2:13][NH2:14]. The yield is 0.200.